From a dataset of Reaction yield outcomes from USPTO patents with 853,638 reactions. Predict the reaction yield, written as a fraction of the theoretical maximum amount of product (1.0 means a 100% yield; for example, 0.34 means a 34% yield). (1) The reactants are Br[C:2]1[CH:7]=[CH:6][C:5]([Cl:8])=[CH:4][CH:3]=1.C([Li])CCC.[CH3:14][O:15][C:16]1[CH:17]=[C:18]([CH:27]=[CH:28][CH:29]=1)[CH2:19][N:20]1[CH2:25][CH2:24][C:23](=[O:26])[CH2:22][CH2:21]1. The catalyst is O1CCCC1. The product is [Cl:8][C:5]1[CH:6]=[CH:7][C:2]([C:23]2([OH:26])[CH2:22][CH2:21][N:20]([CH2:19][C:18]3[CH:27]=[CH:28][CH:29]=[C:16]([O:15][CH3:14])[CH:17]=3)[CH2:25][CH2:24]2)=[CH:3][CH:4]=1. The yield is 0.530. (2) The reactants are [NH2:1][C:2]1[C:10]2[C:9]3[CH:11]=[CH:12][CH:13]=[CH:14][C:8]=3[S:7][C:6]=2[C:5]([C:15]2[CH:16]=[CH:17][CH:18]=[C:19]3[C:24]=2[O:23][C:22]([N:25]2[CH2:30][CH2:29][O:28][CH2:27][CH2:26]2)=[CH:21][C:20]3=[O:31])=[CH:4][CH:3]=1.[H+].[B-:33]([F:37])([F:36])([F:35])[F:34].[N:38](OC(C)(C)C)=O.CCOCC. The catalyst is CCO. The product is [F:34][B-:33]([F:37])([F:36])[F:35].[N:25]1([C:22]2[O:23][C:24]3[C:19]([C:20](=[O:31])[CH:21]=2)=[CH:18][CH:17]=[CH:16][C:15]=3[C:5]2[C:6]3[S:7][C:8]4[CH:14]=[CH:13][CH:12]=[CH:11][C:9]=4[C:10]=3[C:2]([N+:1]#[N:38])=[CH:3][CH:4]=2)[CH2:30][CH2:29][O:28][CH2:27][CH2:26]1. The yield is 0.990. (3) The product is [F:26][C:21]1[CH:22]=[CH:23][CH:24]=[CH:25][C:20]=1[CH2:19][N:10]1[C:11]([C:13]2[CH:18]=[CH:17][CH:16]=[CH:15][N:14]=2)=[CH:12][C:8]([C:5]2[CH:4]=[CH:3][C:2]([S:28]([CH3:27])(=[O:30])=[O:29])=[CH:7][N:6]=2)=[N:9]1. The catalyst is CS(C)=O.[Cu]I. The yield is 0.610. The reactants are Br[C:2]1[CH:3]=[CH:4][C:5]([C:8]2[CH:12]=[C:11]([C:13]3[CH:18]=[CH:17][CH:16]=[CH:15][N:14]=3)[N:10]([CH2:19][C:20]3[CH:25]=[CH:24][CH:23]=[CH:22][C:21]=3[F:26])[N:9]=2)=[N:6][CH:7]=1.[CH3:27][S:28]([O-:30])=[O:29].[Na+].[NH4+].[Cl-].C([O-])(O)=O.[Na+]. (4) The reactants are [CH3:1][O:2][C:3]1[CH:45]=[CH:44][C:6]([CH2:7][N:8]([CH:41]([CH3:43])[CH3:42])[CH2:9][CH2:10][C@H:11]([NH:16][C:17]([C:19]2[CH:27]=[C:26]3[C:22]([CH:23]=[N:24][N:25]3[CH2:28][CH:29]([CH3:31])[CH3:30])=[CH:21][C:20]=2[O:32][C:33]2[CH:38]=[CH:37][C:36]([F:39])=[CH:35][C:34]=2[F:40])=[O:18])[C:12](OC)=[O:13])=[CH:5][CH:4]=1.[BH4-].[Na+]. The catalyst is C1COCC1.CO. The product is [CH3:1][O:2][C:3]1[CH:45]=[CH:44][C:6]([CH2:7][N:8]([CH:41]([CH3:43])[CH3:42])[CH2:9][CH2:10][C@H:11]([NH:16][C:17]([C:19]2[CH:27]=[C:26]3[C:22]([CH:23]=[N:24][N:25]3[CH2:28][CH:29]([CH3:31])[CH3:30])=[CH:21][C:20]=2[O:32][C:33]2[CH:38]=[CH:37][C:36]([F:39])=[CH:35][C:34]=2[F:40])=[O:18])[CH2:12][OH:13])=[CH:5][CH:4]=1. The yield is 0.590. (5) The reactants are C(OC([N:8]1[CH2:13][CH2:12][N:11]([CH2:14][C:15]2[CH:20]=[C:19]([F:21])[CH:18]=[CH:17][C:16]=2[C:22]([N:24]2[CH2:38][C:27]3=[C:28]4[N:33]([N:34]=[C:26]3[CH2:25]2)[C:32]([CH3:35])=[C:31]([Cl:36])[C:30]([CH3:37])=[N:29]4)=[O:23])[CH2:10][CH2:9]1)=O)(C)(C)C.[ClH:39].O1CCOCC1. The catalyst is O.[OH-].[Na+].C(Cl)Cl.CCOCC. The product is [ClH:36].[ClH:39].[Cl:36][C:31]1[C:30]([CH3:37])=[N:29][C:28]2[N:33]([N:34]=[C:26]3[CH2:25][N:24]([C:22]([C:16]4[CH:17]=[CH:18][C:19]([F:21])=[CH:20][C:15]=4[CH2:14][N:11]4[CH2:10][CH2:9][NH:8][CH2:13][CH2:12]4)=[O:23])[CH2:38][C:27]3=2)[C:32]=1[CH3:35]. The yield is 0.320. (6) The reactants are [NH2:1][C:2]1[N:7]=[CH:6][N:5]=[C:4]2[N:8]([C@@H:12]3[CH2:17][CH2:16][CH2:15][N:14]([C:18]([O:20][C:21]([CH3:24])([CH3:23])[CH3:22])=[O:19])[CH2:13]3)[N:9]=[C:10](I)[C:3]=12.[F:25][C:26]1[CH:31]=[C:30]([O:32][C:33]2[CH:38]=[CH:37][CH:36]=[CH:35][CH:34]=2)[CH:29]=[CH:28][C:27]=1B(O)O.C(=O)([O-])[O-].[Na+].[Na+].COCCOC. The catalyst is C1C=CC([P]([Pd]([P](C2C=CC=CC=2)(C2C=CC=CC=2)C2C=CC=CC=2)([P](C2C=CC=CC=2)(C2C=CC=CC=2)C2C=CC=CC=2)[P](C2C=CC=CC=2)(C2C=CC=CC=2)C2C=CC=CC=2)(C2C=CC=CC=2)C2C=CC=CC=2)=CC=1.O. The product is [NH2:1][C:2]1[N:7]=[CH:6][N:5]=[C:4]2[N:8]([C@@H:12]3[CH2:17][CH2:16][CH2:15][N:14]([C:18]([O:20][C:21]([CH3:24])([CH3:23])[CH3:22])=[O:19])[CH2:13]3)[N:9]=[C:10]([C:27]3[CH:28]=[CH:29][C:30]([O:32][C:33]4[CH:38]=[CH:37][CH:36]=[CH:35][CH:34]=4)=[CH:31][C:26]=3[F:25])[C:3]=12. The yield is 0.700.